This data is from Merck oncology drug combination screen with 23,052 pairs across 39 cell lines. The task is: Regression. Given two drug SMILES strings and cell line genomic features, predict the synergy score measuring deviation from expected non-interaction effect. (1) Drug 1: N.N.O=C(O)C1(C(=O)O)CCC1.[Pt]. Drug 2: Cn1nnc2c(C(N)=O)ncn2c1=O. Cell line: UWB1289. Synergy scores: synergy=5.89. (2) Drug 1: CCC1(O)CC2CN(CCc3c([nH]c4ccccc34)C(C(=O)OC)(c3cc4c(cc3OC)N(C)C3C(O)(C(=O)OC)C(OC(C)=O)C5(CC)C=CCN6CCC43C65)C2)C1. Drug 2: NC(=O)c1cccc2cn(-c3ccc(C4CCCNC4)cc3)nc12. Cell line: HT144. Synergy scores: synergy=-2.44. (3) Drug 1: Cn1nnc2c(C(N)=O)ncn2c1=O. Drug 2: Cc1nc(Nc2ncc(C(=O)Nc3c(C)cccc3Cl)s2)cc(N2CCN(CCO)CC2)n1. Cell line: NCIH460. Synergy scores: synergy=9.70. (4) Drug 1: N#Cc1ccc(Cn2cncc2CN2CCN(c3cccc(Cl)c3)C(=O)C2)cc1. Drug 2: NC1CCCCC1N.O=C(O)C(=O)O.[Pt+2]. Cell line: SW837. Synergy scores: synergy=-7.33. (5) Drug 1: Nc1ccn(C2OC(CO)C(O)C2(F)F)c(=O)n1. Drug 2: O=C(O)C1(Cc2cccc(Nc3nccs3)n2)CCC(Oc2cccc(Cl)c2F)CC1. Cell line: LOVO. Synergy scores: synergy=-2.22. (6) Drug 1: C=CCn1c(=O)c2cnc(Nc3ccc(N4CCN(C)CC4)cc3)nc2n1-c1cccc(C(C)(C)O)n1. Drug 2: Cn1c(=O)n(-c2ccc(C(C)(C)C#N)cc2)c2c3cc(-c4cnc5ccccc5c4)ccc3ncc21. Cell line: A375. Synergy scores: synergy=40.3. (7) Drug 1: CC(C)CC(NC(=O)C(Cc1ccccc1)NC(=O)c1cnccn1)B(O)O. Drug 2: Cn1c(=O)n(-c2ccc(C(C)(C)C#N)cc2)c2c3cc(-c4cnc5ccccc5c4)ccc3ncc21. Cell line: HT29. Synergy scores: synergy=0.976. (8) Drug 1: NC(=O)c1cccc2cn(-c3ccc(C4CCCNC4)cc3)nc12. Drug 2: CCC1(O)C(=O)OCc2c1cc1n(c2=O)Cc2cc3c(CN(C)C)c(O)ccc3nc2-1. Cell line: ES2. Synergy scores: synergy=-1.38.